Dataset: Full USPTO retrosynthesis dataset with 1.9M reactions from patents (1976-2016). Task: Predict the reactants needed to synthesize the given product. (1) The reactants are: [CH2:1]([O:3][C:4]([C:6]1[CH:7]=[C:8]2[N:13]([C:14]=1[C:15]1[CH:20]=[CH:19][C:18]([F:21])=[CH:17][CH:16]=1)[CH:12]=[CH:11][C:10]([CH2:22][N:23]=[N+:24]=[N-:25])=[CH:9]2)=[O:5])[CH3:2].[F:26][C:27]([F:35])([F:34])[C:28]([OH:33])([CH2:31][CH3:32])[C:29]#[CH:30].C(N(C(C)C)CC)(C)C. Given the product [CH2:1]([O:3][C:4]([C:6]1[CH:7]=[C:8]2[N:13]([C:14]=1[C:15]1[CH:20]=[CH:19][C:18]([F:21])=[CH:17][CH:16]=1)[CH:12]=[CH:11][C:10]([CH2:22][N:23]1[CH:30]=[C:29]([C:28]([OH:33])([C:27]([F:35])([F:34])[F:26])[CH2:31][CH3:32])[N:25]=[N:24]1)=[CH:9]2)=[O:5])[CH3:2], predict the reactants needed to synthesize it. (2) The reactants are: [F:1][C:2]1[CH:7]=[CH:6][C:5]([CH:8]([C:21]2[CH:26]=[CH:25][C:24]([F:27])=[CH:23][CH:22]=2)[CH2:9][CH2:10][NH:11][C:12](=[O:20])[C:13]2[CH:18]=[CH:17][N:16]=[C:15](F)[CH:14]=2)=[CH:4][CH:3]=1.[CH3:28][N:29]1[CH2:34][CH2:33][NH:32][CH2:31][CH2:30]1. Given the product [F:1][C:2]1[CH:7]=[CH:6][C:5]([CH:8]([C:21]2[CH:26]=[CH:25][C:24]([F:27])=[CH:23][CH:22]=2)[CH2:9][CH2:10][NH:11][C:12](=[O:20])[C:13]2[CH:18]=[CH:17][N:16]=[C:15]([N:32]3[CH2:33][CH2:34][N:29]([CH3:28])[CH2:30][CH2:31]3)[CH:14]=2)=[CH:4][CH:3]=1, predict the reactants needed to synthesize it. (3) Given the product [CH2:13]([CH:2]([C:3]([O:5][CH2:6][CH3:7])=[O:4])[C:8]([O:10][CH2:11][CH3:12])=[O:9])[C:18]#[CH:19], predict the reactants needed to synthesize it. The reactants are: [Na].[CH:2]([C:13](OCC)=O)([C:8]([O:10][CH2:11][CH3:12])=[O:9])[C:3]([O:5][CH2:6][CH3:7])=[O:4].[CH2:18](Br)[C:19]#C.Cl. (4) Given the product [CH2:13]([CH:10]1[C:11]2[C:6](=[CH:5][CH:4]=[C:3]([CH2:2][NH:1][S:38]([CH2:35][CH2:36][CH3:37])(=[O:40])=[O:39])[CH:12]=2)[CH2:7][CH2:8][CH:9]1[NH:20][C:21](=[O:27])[O:22][C:23]([CH3:24])([CH3:26])[CH3:25])[C:14]1[CH:15]=[CH:16][CH:17]=[CH:18][CH:19]=1, predict the reactants needed to synthesize it. The reactants are: [NH2:1][CH2:2][C:3]1[CH:12]=[C:11]2[C:6]([CH2:7][CH2:8][CH:9]([NH:20][C:21](=[O:27])[O:22][C:23]([CH3:26])([CH3:25])[CH3:24])[CH:10]2[CH2:13][C:14]2[CH:19]=[CH:18][CH:17]=[CH:16][CH:15]=2)=[CH:5][CH:4]=1.C(N(CC)CC)C.[CH2:35]([S:38](Cl)(=[O:40])=[O:39])[CH2:36][CH3:37]. (5) Given the product [CH2:36]([O:35][C:33]([N:14]1[C:15]2[C:20](=[N:19][C:18]([O:21][CH3:22])=[CH:17][CH:16]=2)[C@@H:11]([NH:10][C:9]([O:8][CH2:1][C:2]2[CH:7]=[CH:6][CH:5]=[CH:4][CH:3]=2)=[O:25])[CH2:12][C@H:13]1[CH2:23][CH3:24])=[O:34])[CH3:37], predict the reactants needed to synthesize it. The reactants are: [CH2:1]([O:8][C:9](=[O:25])[NH:10][C@@H:11]1[C:20]2[C:15](=[CH:16][CH:17]=[C:18]([O:21][CH3:22])[N:19]=2)[NH:14][C@H:13]([CH2:23][CH3:24])[CH2:12]1)[C:2]1[CH:7]=[CH:6][CH:5]=[CH:4][CH:3]=1.N1C=CC=CC=1.Cl[C:33]([O:35][CH2:36][CH3:37])=[O:34].C(O)(=O)CC(CC(O)=O)(C(O)=O)O. (6) Given the product [C:7]1([S:14][C:15]([CH3:18])([CH3:17])[CH3:16])[CH:12]=[CH:11][CH:10]=[CH:9][CH:8]=1, predict the reactants needed to synthesize it. The reactants are: CC([O-])(C)C.[Na+].[C:7]1(Br)[CH:12]=[CH:11][CH:10]=[CH:9][CH:8]=1.[SH:14][C:15]([CH3:18])([CH3:17])[CH3:16]. (7) Given the product [F:30][CH2:2][C:3]1[CH:4]=[C:5]([CH:10]=[C:11]([C:13](=[O:23])[N:14]([CH3:22])[CH2:15][C:16]2[S:17][CH:18]=[C:19]([CH3:21])[N:20]=2)[CH:12]=1)[C:6]([O:8][CH3:9])=[O:7], predict the reactants needed to synthesize it. The reactants are: O[CH2:2][C:3]1[CH:4]=[C:5]([CH:10]=[C:11]([C:13](=[O:23])[N:14]([CH3:22])[CH2:15][C:16]2[S:17][CH:18]=[C:19]([CH3:21])[N:20]=2)[CH:12]=1)[C:6]([O:8][CH3:9])=[O:7].C(N(S(F)(F)[F:30])CC)C.